From a dataset of Forward reaction prediction with 1.9M reactions from USPTO patents (1976-2016). Predict the product of the given reaction. (1) The product is: [C:25]([O:28][CH2:2][C:3]1[N:12]=[C:11]([C:13]2[CH:18]=[CH:17][C:16]3[O:19][CH2:20][O:21][C:15]=3[CH:14]=2)[C:10]2[C:5](=[CH:6][C:7]3[O:24][CH2:23][O:22][C:8]=3[CH:9]=2)[N:4]=1)(=[O:27])[CH3:26]. Given the reactants Cl[CH2:2][C:3]1[N:12]=[C:11]([C:13]2[CH:18]=[CH:17][C:16]3[O:19][CH2:20][O:21][C:15]=3[CH:14]=2)[C:10]2[C:5](=[CH:6][C:7]3[O:24][CH2:23][O:22][C:8]=3[CH:9]=2)[N:4]=1.[C:25]([O-:28])(=[O:27])[CH3:26].[Na+], predict the reaction product. (2) The product is: [C:30]([NH:34][C:35]([C@@H:37]1[CH2:46][C@H:45]2[C@H:40]([CH2:41][CH2:42][CH2:43][CH2:44]2)[CH2:39][N:38]1[CH2:5][C@H:6]([C@@H:12]1[CH2:16][O:15][C:14]([C:17]2[CH:22]=[CH:21][CH:20]=[C:19]([OH:23])[C:18]=2[CH3:27])=[N:13]1)[OH:7])=[O:36])([CH3:33])([CH3:31])[CH3:32]. Given the reactants C(O[CH2:5][C@@H:6]([C@@H:12]1[CH2:16][O:15][C:14]([C:17]2[CH:22]=[CH:21][CH:20]=[C:19]([O:23]C(=O)C)[C:18]=2[CH3:27])=[N:13]1)[O:7]S(C)(=O)=O)(=O)C.CO.[C:30]([NH:34][C:35]([C@@H:37]1[CH2:46][C@H:45]2[C@H:40]([CH2:41][CH2:42][CH2:43][CH2:44]2)[CH2:39][NH:38]1)=[O:36])([CH3:33])([CH3:32])[CH3:31].C(=O)([O-])[O-].[K+].[K+], predict the reaction product. (3) Given the reactants [C:1]([C:3]1[CH:4]=[C:5]([CH:9]=[C:10]([C:12]([N:14]([CH2:18][CH2:19][CH3:20])[CH2:15][CH2:16][CH3:17])=[O:13])[CH:11]=1)[C:6]([OH:8])=[O:7])#[N:2].C(=O)([O-])[O-:22].[K+].[K+].CC(C)=O.NC(N)=O.OO, predict the reaction product. The product is: [NH2:2][C:1]([C:3]1[CH:4]=[C:5]([CH:9]=[C:10]([C:12]([N:14]([CH2:18][CH2:19][CH3:20])[CH2:15][CH2:16][CH3:17])=[O:13])[CH:11]=1)[C:6]([OH:8])=[O:7])=[O:22]. (4) Given the reactants [CH3:1][N:2]([CH3:11])[C:3]1[CH:10]=[CH:9][CH:8]=[CH:7][C:4]=1C=O.[CH2:12]([CH2:14][NH2:15])[OH:13].[C:16](O[BH-](OC(=O)C)OC(=O)C)(=O)C.[Na+].[OH-].[Na+], predict the reaction product. The product is: [CH3:11][N:2]([CH3:1])[C:3]1[CH:4]=[CH:7][C:8]([CH2:16][NH:15][CH2:14][CH2:12][OH:13])=[CH:9][CH:10]=1. (5) The product is: [CH3:27][S:28]([O:1][C:2]12[CH2:9][CH:8]3[CH2:7][CH:6]([CH2:5][C:4]([NH:12][C:13]([O:14][C:15]([CH3:16])([CH3:18])[CH3:17])=[O:19])([CH2:10]3)[CH2:3]1)[CH2:11]2)(=[O:30])=[O:29]. Given the reactants [OH:1][C:2]12[CH2:11][CH:6]3[CH2:7][CH:8]([CH2:10][C:4]([NH:12][C:13](=[O:19])[O:14][C:15]([CH3:18])([CH3:17])[CH3:16])([CH2:5]3)[CH2:3]1)[CH2:9]2.C(N(CC)CC)C.[CH3:27][S:28](Cl)(=[O:30])=[O:29], predict the reaction product. (6) Given the reactants [O:1]1[CH:5]=[CH:4][C:3](B(O)O)=[CH:2]1.[C:9](=[O:12])([O-])[O-].[Cs+].[Cs+].[Br-].[K+].[F-].[CH2:18]([N+](CCCC)(CCCC)CCCC)CCC.[O:35]1[CH2:40][CH2:39][O:38][CH2:37][CH2:36]1, predict the reaction product. The product is: [OH:35][CH2:36][C:37]1[O:38][CH:39]=[C:40]([C:3]2[CH:4]=[CH:5][O:1][CH:2]=2)[C:9](=[O:12])[CH:18]=1. (7) Given the reactants C[O:2][C:3]1[CH:4]=[C:5]2[C:10](=[CH:11][CH:12]=1)[C:9]([C:13]([C:15]1[CH:20]=[CH:19][C:18]([O:21][CH2:22][CH2:23][N:24]3[CH2:29][CH2:28][CH2:27][CH2:26][CH2:25]3)=[CH:17][CH:16]=1)=[O:14])=[C:8]([C:30]1[C:35]([F:36])=[CH:34][C:33]([F:37])=[CH:32][C:31]=1[F:38])[CH:7]=[CH:6]2.Cl.C(OCC)C.B(Br)(Br)Br.C(=O)(O)[O-].[Na+], predict the reaction product. The product is: [OH:2][C:3]1[CH:4]=[C:5]2[C:10](=[CH:11][CH:12]=1)[C:9]([C:13]([C:15]1[CH:20]=[CH:19][C:18]([O:21][CH2:22][CH2:23][N:24]3[CH2:25][CH2:26][CH2:27][CH2:28][CH2:29]3)=[CH:17][CH:16]=1)=[O:14])=[C:8]([C:30]1[C:35]([F:36])=[CH:34][C:33]([F:37])=[CH:32][C:31]=1[F:38])[CH:7]=[CH:6]2. (8) Given the reactants [OH:1][C:2]1[CH:7]=[C:6]([CH3:8])[O:5][C:4](=[O:9])[C:3]=1[C:10](=[O:23])[CH:11]=[CH:12][C:13]1[CH:18]=[CH:17][CH:16]=[C:15]([O:19][CH2:20][CH:21]=[CH2:22])[CH:14]=1.[C:24]1(P(C2C=CC=CC=2)C2C=CC=CC=2)C=CC=CC=1.CO.N(C(OCC)=O)=NC(OCC)=O, predict the reaction product. The product is: [CH3:24][O:1][C:2]1[CH:7]=[C:6]([CH3:8])[O:5][C:4](=[O:9])[C:3]=1[C:10](=[O:23])[CH:11]=[CH:12][C:13]1[CH:18]=[CH:17][CH:16]=[C:15]([O:19][CH2:20][CH:21]=[CH2:22])[CH:14]=1. (9) Given the reactants [H-].[Na+].[CH2:3]([O:10][C:11]1[CH:16]=[CH:15][N:14]=[C:13]([NH:17][C:18]2[CH:23]=[CH:22][CH:21]=[CH:20][N:19]=2)[CH:12]=1)[C:4]1[CH:9]=[CH:8][CH:7]=[CH:6][CH:5]=1.Br[CH2:25][CH2:26][CH2:27][CH2:28][CH2:29][CH2:30][C:31]([O:33][CH2:34][CH3:35])=[O:32].[O-]S([O-])(=S)=O.[Na+].[Na+], predict the reaction product. The product is: [CH2:34]([O:33][C:31](=[O:32])[CH2:30][CH2:29][CH2:28][CH2:27][CH2:26][CH2:25][N:17]([C:13]1[CH:12]=[C:11]([O:10][CH2:3][C:4]2[CH:5]=[CH:6][CH:7]=[CH:8][CH:9]=2)[CH:16]=[CH:15][N:14]=1)[C:18]1[CH:23]=[CH:22][CH:21]=[CH:20][N:19]=1)[CH3:35].